From a dataset of Catalyst prediction with 721,799 reactions and 888 catalyst types from USPTO. Predict which catalyst facilitates the given reaction. (1) Reactant: Cl[CH:2]([CH2:5][S:6]([C:9]1[CH:14]=[CH:13][CH:12]=[CH:11][CH:10]=1)(=[O:8])=[O:7])[C:3]#[N:4]. Product: [C:9]1([S:6]([CH:5]=[CH:2][C:3]#[N:4])(=[O:7])=[O:8])[CH:10]=[CH:11][CH:12]=[CH:13][CH:14]=1. The catalyst class is: 22. (2) Reactant: [CH3:1][Si:2]([CH3:16])([CH3:15])[CH:3]([CH2:5][C:6]1[CH:11]=[CH:10][CH:9]=[CH:8][C:7]=1[N+:12]([O-])=O)[CH3:4].C[Si](C)(C)C(CC1C=CC([N+]([O-])=O)=CC=1)C.[H][H]. Product: [CH3:16][Si:2]([CH3:1])([CH3:15])[CH:3]([CH2:5][C:6]1[CH:11]=[CH:10][CH:9]=[CH:8][C:7]=1[NH2:12])[CH3:4]. The catalyst class is: 45.